The task is: Predict which catalyst facilitates the given reaction.. This data is from Catalyst prediction with 721,799 reactions and 888 catalyst types from USPTO. (1) Reactant: Br[CH2:2][C:3]1[CH:4]=[C:5]([C:9]2[CH:10]=[CH:11][N:12]3[C:17]([C:18]=2[CH3:19])=[C:16]([CH:20]2[CH2:22][CH2:21]2)[CH:15]=[C:14]([C:23]([O:25][CH2:26][CH3:27])=[O:24])[C:13]3=[O:28])[CH:6]=[CH:7][CH:8]=1.[CH3:29][NH2:30]. Product: [CH:20]1([C:16]2[CH:15]=[C:14]([C:23]([O:25][CH2:26][CH3:27])=[O:24])[C:13](=[O:28])[N:12]3[C:17]=2[C:18]([CH3:19])=[C:9]([C:5]2[CH:6]=[CH:7][CH:8]=[C:3]([CH2:2][NH:30][CH3:29])[CH:4]=2)[CH:10]=[CH:11]3)[CH2:21][CH2:22]1. The catalyst class is: 7. (2) Reactant: [C:1]([C@@H:3]([NH:7][C:8]([C:10]1[S:26][C:13]2=[N:14][C:15]3[CH2:16][CH2:17][CH:18]([C:22]([CH3:25])([CH3:24])[CH3:23])[CH2:19][C:20]=3[CH:21]=[C:12]2[CH:11]=1)=[O:9])[CH:4]([CH3:6])[CH3:5])#[N:2].[BH4-].[Na+]. Product: [NH2:2][CH2:1][C@@H:3]([NH:7][C:8]([C:10]1[S:26][C:13]2=[N:14][C:15]3[CH2:16][CH2:17][CH:18]([C:22]([CH3:23])([CH3:25])[CH3:24])[CH2:19][C:20]=3[CH:21]=[C:12]2[CH:11]=1)=[O:9])[CH:4]([CH3:5])[CH3:6]. The catalyst class is: 36. (3) Reactant: CC(C)=O.[CH3:5][C:6]1[CH:7]=[N:8][C:9]([CH2:15][S+:16]([O-:28])[C:17]2[NH:18][C:19]3[CH:20]=[CH:21][C:22]([O:26][CH3:27])=[CH:23][C:24]=3[N:25]=2)=[C:10]([CH3:14])[C:11]=1[O:12][CH3:13].C[O-].[Na+:31].CO. The catalyst class is: 824. Product: [CH3:5][C:6]1[CH:7]=[N:8][C:9]([CH2:15][S+:16]([O-:28])[C:17]2[N-:18][C:19]3[CH:20]=[CH:21][C:22]([O:26][CH3:27])=[CH:23][C:24]=3[N:25]=2)=[C:10]([CH3:14])[C:11]=1[O:12][CH3:13].[Na+:31]. (4) Reactant: [Br:1][C:2]1[N:24]=[C:5]2[C:6]([O:22][CH3:23])=[CH:7][C:8]([C:10]([N:12]3[CH:17]([CH2:18][CH2:19][OH:20])[CH2:16][O:15][CH:14]([CH3:21])[CH2:13]3)=[O:11])=[CH:9][N:4]2[N:3]=1.Cl[Si:26]([CH:33]([CH3:35])[CH3:34])([CH:30]([CH3:32])[CH3:31])[CH:27]([CH3:29])[CH3:28].N1C=CN=C1. Product: [Br:1][C:2]1[N:24]=[C:5]2[C:6]([O:22][CH3:23])=[CH:7][C:8]([C:10]([N:12]3[CH:17]([CH2:18][CH2:19][O:20][Si:26]([CH:33]([CH3:35])[CH3:34])([CH:30]([CH3:32])[CH3:31])[CH:27]([CH3:29])[CH3:28])[CH2:16][O:15][CH:14]([CH3:21])[CH2:13]3)=[O:11])=[CH:9][N:4]2[N:3]=1. The catalyst class is: 9. (5) Reactant: [Cl:1][C:2]1[CH:39]=[CH:38][C:5]([O:6][C:7]2[CH:12]=[CH:11][N:10]=[C:9]3[N:13](CC4C=CC(OC)=CC=4)[N:14]=[C:15]([NH:16][C@@H:17]4[CH2:21][CH2:20][N:19]([C:22](OC(C)(C)C)=[O:23])[CH2:18]4)[C:8]=23)=[CH:4][CH:3]=1.[C:40](O)([C:42](F)(F)F)=O.C(O)(=O)C=C. Product: [Cl:1][C:2]1[CH:3]=[CH:4][C:5]([O:6][C:7]2[CH:12]=[CH:11][N:10]=[C:9]3[NH:13][N:14]=[C:15]([NH:16][C@@H:17]4[CH2:21][CH2:20][N:19]([C:22](=[O:23])[CH:40]=[CH2:42])[CH2:18]4)[C:8]=23)=[CH:38][CH:39]=1. The catalyst class is: 2.